This data is from Forward reaction prediction with 1.9M reactions from USPTO patents (1976-2016). The task is: Predict the product of the given reaction. (1) Given the reactants [CH3:1][N:2]([CH2:9][C:10]([F:13])([F:12])[F:11])[C:3](=[O:8])[C:4]([O:6]C)=[O:5].[Li+].[OH-].Cl, predict the reaction product. The product is: [CH3:1][N:2]([CH2:9][C:10]([F:11])([F:12])[F:13])[C:3](=[O:8])[C:4]([OH:6])=[O:5]. (2) The product is: [O:17]=[C:18]([OH:30])[C@@H:19]([C@H:21]([C@H:23]([C@@H:25]([C:27]([OH:29])=[O:28])[OH:26])[OH:24])[OH:22])[OH:20].[CH3:1][NH:2][CH:3]([CH2:5]/[CH:6]=[CH:7]/[C:8]1[CH:9]=[N:10][CH:11]=[C:12]([O:14][CH2:15][CH3:16])[CH:13]=1)[CH3:4].[CH3:1][NH:2][CH:3]([CH2:5]/[CH:6]=[CH:7]/[C:8]1[CH:9]=[N:10][CH:11]=[C:12]([O:14][CH2:15][CH3:16])[CH:13]=1)[CH3:4]. Given the reactants [CH3:1][NH:2][CH:3]([CH2:5]/[CH:6]=[CH:7]/[C:8]1[CH:9]=[N:10][CH:11]=[C:12]([O:14][CH2:15][CH3:16])[CH:13]=1)[CH3:4].[O:17]=[C:18]([OH:30])[C@@H:19]([C@H:21]([C@H:23]([C@@H:25]([C:27]([OH:29])=[O:28])[OH:26])[OH:24])[OH:22])[OH:20].O, predict the reaction product. (3) The product is: [CH2:22]([O:1][C:2]1[CH:9]=[CH:8][C:5]([CH:6]=[O:7])=[CH:4][CH:3]=1)[CH2:21][CH2:20][CH2:19][CH2:18][CH2:17][CH2:16][CH2:15][CH2:14][CH2:13][CH2:12][CH3:11]. Given the reactants [OH:1][C:2]1[CH:9]=[CH:8][C:5]([CH:6]=[O:7])=[CH:4][CH:3]=1.Br[CH2:11][CH2:12][CH2:13][CH2:14][CH2:15][CH2:16][CH2:17][CH2:18][CH2:19][CH2:20][CH2:21][CH3:22].C(=O)([O-])[O-].[K+].[K+], predict the reaction product.